This data is from Full USPTO retrosynthesis dataset with 1.9M reactions from patents (1976-2016). The task is: Predict the reactants needed to synthesize the given product. (1) Given the product [CH3:1][N:2]([CH3:3])[C:62]([C:39]1[CH:38]=[C:37]([CH3:36])[C:42]([CH:43]([C:53]2[C:58]([F:59])=[CH:57][CH:56]=[C:55]([F:60])[C:54]=2[F:61])[S:44]([CH2:47][CH2:48][C:49]([F:50])([F:51])[F:52])(=[O:46])=[O:45])=[CH:41][N:40]=1)=[O:63], predict the reactants needed to synthesize it. The reactants are: [CH3:1][N:2]1CCOC[CH2:3]1.ON1C2C=CC=CC=2N=N1.Cl.C(N=C=NCCCN(C)C)C.Cl.CN(C)CC.[CH3:36][C:37]1[C:42]([CH:43]([C:53]2[C:58]([F:59])=[CH:57][CH:56]=[C:55]([F:60])[C:54]=2[F:61])[S:44]([CH2:47][CH2:48][C:49]([F:52])([F:51])[F:50])(=[O:46])=[O:45])=[CH:41][N:40]=[C:39]([C:62](O)=[O:63])[CH:38]=1. (2) Given the product [C:21]([O:24][C@@H:25]1[C@@H:42]([O:43][C:44](=[O:46])[CH3:45])[C@H:41]([O:47][C:48](=[O:50])[CH3:49])[C@@H:40]([CH2:51][O:52][C:53](=[O:55])[CH3:54])[O:39][CH:26]1[O:27][CH2:28][CH2:29][O:30][C:31]1[C:36]([C:58]#[C:57][C:59]2[CH:64]=[CH:63][N:62]=[CH:61][CH:60]=2)=[CH:35][CH:34]=[CH:33][C:32]=1[C:2]#[C:1][C:3]1[CH:16]=[CH:14][N:17]=[CH:18][CH:20]=1)(=[O:23])[CH3:22], predict the reactants needed to synthesize it. The reactants are: [C:1](P(C(C)(C)C)C(C)(C)C)(C)([CH3:3])[CH3:2].[CH:14]([NH:17][CH:18]([CH3:20])C)([CH3:16])C.[C:21]([O:24][C@@H:25]1[C@@H:42]([O:43][C:44](=[O:46])[CH3:45])[C@H:41]([O:47][C:48](=[O:50])[CH3:49])[C@@H:40]([CH2:51][O:52][C:53](=[O:55])[CH3:54])[O:39][CH:26]1[O:27][CH2:28][CH2:29][O:30][C:31]1[C:36](Br)=[CH:35][CH:34]=[CH:33][C:32]=1Br)(=[O:23])[CH3:22].Cl.[C:57]([C:59]1[CH:64]=[CH:63][N:62]=[CH:61][CH:60]=1)#[CH:58]. (3) Given the product [C:19]1([C@H:17]([NH:16][C@H:13]2[CH2:14][CH2:15][C@@H:11]([C:8]3[CH:7]=[N:6][C:5]([NH:39][CH2:38][CH2:37][NH:36][CH2:35][CH2:34][OH:33])=[N:10][CH:9]=3)[CH2:12]2)[CH3:18])[C:28]2[C:23](=[CH:24][CH:25]=[CH:26][CH:27]=2)[CH:22]=[CH:21][CH:20]=1, predict the reactants needed to synthesize it. The reactants are: CS([C:5]1[N:10]=[CH:9][C:8]([C@@H:11]2[CH2:15][CH2:14][C@H:13]([NH:16][C@@H:17]([C:19]3[C:28]4[C:23](=[CH:24][CH:25]=[CH:26][CH:27]=4)[CH:22]=[CH:21][CH:20]=3)[CH3:18])[CH2:12]2)=[CH:7][N:6]=1)(=O)=O.CS(C)=O.[OH:33][CH2:34][CH2:35][NH:36][CH2:37][CH2:38][NH2:39].CCN(C(C)C)C(C)C. (4) The reactants are: CO[C:3](=[O:24])[C:4]1[CH:9]=[CH:8][C:7]([O:10][CH2:11][C:12]2[C:13]([C:17]3[CH:22]=[CH:21][C:20]([F:23])=[CH:19][CH:18]=3)=[N:14][O:15][CH:16]=2)=[N:6][CH:5]=1.COC(=O)C1C=CC(OCC2C(C3C=CC=CC=3)=NOC=2C)=NC=1.[NH2:49][CH:50]([CH3:53])[CH2:51][OH:52]. Given the product [F:23][C:20]1[CH:19]=[CH:18][C:17]([C:13]2[C:12]([CH2:11][O:10][C:7]3[CH:8]=[CH:9][C:4]([C:3]([NH:49][CH:50]([CH3:53])[CH2:51][OH:52])=[O:24])=[CH:5][N:6]=3)=[CH:16][O:15][N:14]=2)=[CH:22][CH:21]=1, predict the reactants needed to synthesize it. (5) The reactants are: [C:1]([O:9][CH2:10][C@:11]12[CH2:37][CH2:36][C@@H:35]([C:38]([CH3:40])=[CH2:39])[C@@H:12]1[CH:13]1[C@@:26]([CH3:29])([CH2:27][CH2:28]2)[C@@:25]2([CH3:30])[C@@H:16]([C@:17]3([CH3:34])[C@@H:22]([CH2:23][CH2:24]2)[C:21]([CH3:32])([CH3:31])[C:20](=[O:33])[CH2:19][CH2:18]3)[CH2:15][CH2:14]1)(=[O:8])[C:2]1[CH:7]=[CH:6][CH:5]=[CH:4][CH:3]=1.C1C=CC(N([S:48]([C:51]([F:54])([F:53])[F:52])(=[O:50])=[O:49])[S:48]([C:51]([F:54])([F:53])[F:52])(=[O:50])=[O:49])=CC=1.C[Si]([N-][Si](C)(C)C)(C)C.[K+].[O-]S(C(F)(F)F)(=O)=O. Given the product [C:1]([O:9][CH2:10][C@:11]12[CH2:37][CH2:36][C@@H:35]([C:38]([CH3:40])=[CH2:39])[C@@H:12]1[CH:13]1[C@@:26]([CH3:29])([CH2:27][CH2:28]2)[C@@:25]2([CH3:30])[C@@H:16]([C@:17]3([CH3:34])[C@@H:22]([CH2:23][CH2:24]2)[C:21]([CH3:31])([CH3:32])[C:20]([O:33][S:48]([C:51]([F:54])([F:53])[F:52])(=[O:50])=[O:49])=[CH:19][CH2:18]3)[CH2:15][CH2:14]1)(=[O:8])[C:2]1[CH:3]=[CH:4][CH:5]=[CH:6][CH:7]=1, predict the reactants needed to synthesize it. (6) Given the product [CH3:1][O:2][C:3]1[CH:8]=[CH:7][CH:6]=[CH:5][C:4]=1[C:9]1[CH:10]=[CH:11][C:12]([CH2:15][N:18]([CH2:19][CH:20]([C:22]2[CH:27]=[CH:26][CH:25]=[CH:24][CH:23]=2)[OH:21])[CH3:17])=[CH:13][CH:14]=1, predict the reactants needed to synthesize it. The reactants are: [CH3:1][O:2][C:3]1[CH:8]=[CH:7][CH:6]=[CH:5][C:4]=1[C:9]1[CH:14]=[CH:13][C:12]([CH:15]=O)=[CH:11][CH:10]=1.[CH3:17][NH:18][CH2:19][CH:20]([C:22]1[CH:27]=[CH:26][CH:25]=[CH:24][CH:23]=1)[OH:21].[BH-](OC(C)=O)(OC(C)=O)OC(C)=O.[Na+]. (7) Given the product [NH2:1][C:2]1[CH:29]=[CH:28][C:5]2[CH2:6][CH2:7][C:8]3[C:9]([C:23]([NH2:31])=[O:25])=[N:10][N:11]([C:13]4[CH:14]=[CH:15][C:16]([O:19][O:20][S:21][NH2:22])=[CH:17][CH:18]=4)[C:12]=3[C:4]=2[CH:3]=1, predict the reactants needed to synthesize it. The reactants are: [NH2:1][C:2]1[CH:29]=[CH:28][C:5]2[CH2:6][CH2:7][C:8]3[C:9]([C:23]([O:25]CC)=O)=[N:10][N:11]([C:13]4[CH:18]=[CH:17][C:16]([O:19][O:20][S:21][NH2:22])=[CH:15][CH:14]=4)[C:12]=3[C:4]=2[CH:3]=1.[OH-].[NH4+:31]. (8) Given the product [NH:3]1[C:7]2[CH:8]=[CH:9][C:10]([C:12]([N:14]3[CH2:15][C@@H:16]4[C@H:20]([CH2:19][N:18]([C:42]([N:39]5[CH2:40][CH2:41][CH:36]([C:33]6[CH:32]=[CH:31][C:30]([Cl:29])=[CH:35][CH:34]=6)[CH2:37][CH2:38]5)=[O:43])[CH2:17]4)[CH2:21]3)=[O:13])=[CH:11][C:6]=2[N:5]=[N:4]1, predict the reactants needed to synthesize it. The reactants are: Cl.Cl.[NH:3]1[C:7]2[CH:8]=[CH:9][C:10]([C:12]([N:14]3[CH2:21][C@@H:20]4[C@H:16]([CH2:17][NH:18][CH2:19]4)[CH2:15]3)=[O:13])=[CH:11][C:6]=2[N:5]=[N:4]1.C(N(CC)CC)C.[Cl:29][C:30]1[CH:35]=[CH:34][C:33]([CH:36]2[CH2:41][CH2:40][N:39]([C:42](Cl)=[O:43])[CH2:38][CH2:37]2)=[CH:32][CH:31]=1. (9) Given the product [C:7]1([C:1]#[C:6][C:5]2[CH2:29][O:30][CH2:31][C:4]=2[C:3]#[C:2][C:14]2[CH:19]=[CH:18][CH:17]=[CH:16][CH:15]=2)[CH:8]=[CH:9][CH:10]=[CH:11][CH:12]=1, predict the reactants needed to synthesize it. The reactants are: [C:1]1([C:7]2[CH:12]=[CH:11][CH:10]=[CH:9][C:8]=2O)[CH:6]=[CH:5][CH:4]=[CH:3][CH:2]=1.[C:14]1(C#C[C:14]2[CH:19]=[CH:18][CH:17]=[CH:16][CH:15]=2)[CH:19]=[CH:18][CH:17]=[CH:16][CH:15]=1.C[CH2:29][O:30][C:31](C)=O.